From a dataset of NCI-60 drug combinations with 297,098 pairs across 59 cell lines. Regression. Given two drug SMILES strings and cell line genomic features, predict the synergy score measuring deviation from expected non-interaction effect. (1) Drug 1: CC(CN1CC(=O)NC(=O)C1)N2CC(=O)NC(=O)C2. Drug 2: C1CN1P(=S)(N2CC2)N3CC3. Cell line: K-562. Synergy scores: CSS=35.7, Synergy_ZIP=-10.7, Synergy_Bliss=-1.72, Synergy_Loewe=1.38, Synergy_HSA=1.29. (2) Drug 1: CNC(=O)C1=CC=CC=C1SC2=CC3=C(C=C2)C(=NN3)C=CC4=CC=CC=N4. Drug 2: CC1CCCC2(C(O2)CC(NC(=O)CC(C(C(=O)C(C1O)C)(C)C)O)C(=CC3=CSC(=N3)C)C)C. Cell line: TK-10. Synergy scores: CSS=0.0930, Synergy_ZIP=-0.559, Synergy_Bliss=1.09, Synergy_Loewe=-1.91, Synergy_HSA=-0.667. (3) Drug 1: CNC(=O)C1=CC=CC=C1SC2=CC3=C(C=C2)C(=NN3)C=CC4=CC=CC=N4. Drug 2: CC1C(C(=O)NC(C(=O)N2CCCC2C(=O)N(CC(=O)N(C(C(=O)O1)C(C)C)C)C)C(C)C)NC(=O)C3=C4C(=C(C=C3)C)OC5=C(C(=O)C(=C(C5=N4)C(=O)NC6C(OC(=O)C(N(C(=O)CN(C(=O)C7CCCN7C(=O)C(NC6=O)C(C)C)C)C)C(C)C)C)N)C. Cell line: EKVX. Synergy scores: CSS=4.99, Synergy_ZIP=5.19, Synergy_Bliss=9.72, Synergy_Loewe=9.37, Synergy_HSA=8.88. (4) Drug 1: CC1C(C(CC(O1)OC2CC(CC3=C2C(=C4C(=C3O)C(=O)C5=C(C4=O)C(=CC=C5)OC)O)(C(=O)C)O)N)O.Cl. Drug 2: CC1=C(C=C(C=C1)NC(=O)C2=CC=C(C=C2)CN3CCN(CC3)C)NC4=NC=CC(=N4)C5=CN=CC=C5. Cell line: NCI-H460. Synergy scores: CSS=19.4, Synergy_ZIP=0.833, Synergy_Bliss=2.56, Synergy_Loewe=-46.2, Synergy_HSA=1.46.